This data is from Catalyst prediction with 721,799 reactions and 888 catalyst types from USPTO. The task is: Predict which catalyst facilitates the given reaction. (1) Reactant: [Li]CCCC.CCN(C(C)C)C(C)C.[F:15][C:16]1[CH:17]=[C:18]([CH:21]=[C:22]([F:24])[CH:23]=1)[C:19]#[N:20].CN([CH:28]=[O:29])C. Product: [F:15][C:16]1[CH:17]=[C:18]([CH:21]=[C:22]([F:24])[C:23]=1[CH:28]=[O:29])[C:19]#[N:20]. The catalyst class is: 559. (2) Reactant: [Br:1][C:2]1[CH:3]=[C:4]2[C:9](=[C:10]([F:12])[CH:11]=1)[NH:8][C:7](=[O:13])[N:6]([CH2:14][CH3:15])[C:5]2=[O:16].C(=O)([O-])[O-].[K+].[K+].[CH2:23](I)[CH3:24]. Product: [Br:1][C:2]1[CH:3]=[C:4]2[C:9](=[C:10]([F:12])[CH:11]=1)[N:8]([CH2:23][CH3:24])[C:7](=[O:13])[N:6]([CH2:14][CH3:15])[C:5]2=[O:16]. The catalyst class is: 3. (3) Reactant: [F:1][C:2]([F:10])([F:9])[C:3]1([C:6](O)=[O:7])[CH2:5][CH2:4]1.CN([CH:14]=[O:15])C.C(Cl)(=O)C(Cl)=O.Cl.C[CH2:24][N:25](CC)CC. Product: [CH3:14][O:15][N:25]([CH3:24])[C:6]([C:3]1([C:2]([F:10])([F:9])[F:1])[CH2:5][CH2:4]1)=[O:7]. The catalyst class is: 2. (4) Reactant: C[Si](C)(C)[C:3]1[CH:8]=[CH:7][C:6](C)=[C:5]([C:10]#[CH:11])[CH:4]=1.[OH-].[K+].[CH3:16]O. The catalyst class is: 6. Product: [C:8]1([CH3:16])[CH:3]=[CH:4][C:5]([C:10]#[CH:11])=[CH:6][CH:7]=1. (5) Reactant: S(Cl)(Cl)=O.[Br:5][C:6]1[CH:14]=[CH:13][CH:12]=[C:11]2[C:7]=1[C:8]([CH2:15][C:16]([OH:18])=[O:17])=[CH:9][NH:10]2.[C:19](=O)([O-])O.[Na+]. Product: [CH3:19][CH:15]([C:8]1[C:7]2[C:11](=[CH:12][CH:13]=[CH:14][C:6]=2[Br:5])[NH:10][CH:9]=1)[C:16]([OH:18])=[O:17]. The catalyst class is: 5. (6) Product: [Br:9][C:10]1[CH:11]=[C:12]([CH3:25])[C:13]([CH2:17][CH:18]([O:24][Si:1]([C:4]([CH3:7])([CH3:6])[CH3:5])([CH3:3])[CH3:2])[CH2:19][C:20]([O:22][CH3:23])=[O:21])=[C:14]([CH3:16])[CH:15]=1. Reactant: [Si:1](Cl)([C:4]([CH3:7])([CH3:6])[CH3:5])([CH3:3])[CH3:2].[Br:9][C:10]1[CH:15]=[C:14]([CH3:16])[C:13]([CH2:17][CH:18]([OH:24])[CH2:19][C:20]([O:22][CH3:23])=[O:21])=[C:12]([CH3:25])[CH:11]=1.N1C=CN=C1. The catalyst class is: 317. (7) Reactant: [C:1]([O:4][C@@H:5]1[CH2:29][CH2:28][C@@:27]2([CH3:30])[C@H:7]([C@@H:8]([CH2:42][CH3:43])[C@@H:9]([O:32][C:33](=[O:41])[C:34]3[CH:39]=[CH:38][CH:37]=[C:36]([I:40])[CH:35]=3)[C@@H:10]3[C@@H:26]2[CH2:25][CH2:24][C@@:23]2([CH3:31])[C@H:11]3[CH2:12][CH2:13][C@@H:14]2[C@H:15]([CH3:22])[CH2:16][CH2:17][C:18]([O:20][CH3:21])=[O:19])[CH2:6]1)(=[O:3])[CH3:2].CC(O)(C)C.[Cl:49]C1C(Cl)=C(I)C=CC=1. Product: [C:1]([O:4][C@@H:5]1[CH2:29][CH2:28][C@@:27]2([CH3:30])[C@H:7]([C@@H:8]([CH2:42][CH3:43])[C@@H:9]([O:32][C:33](=[O:41])[C:34]3[CH:39]=[CH:38][CH:37]=[C:36]([I:40])[CH:35]=3)[C@@H:10]3[C@@H:26]2[CH2:25][CH2:24][C@@:23]2([CH3:31])[C@H:11]3[CH2:12][CH2:13][C@:14]2([Cl:49])[C@H:15]([CH3:22])[CH2:16][CH2:17][C:18]([O:20][CH3:21])=[O:19])[CH2:6]1)(=[O:3])[CH3:2]. The catalyst class is: 2.